This data is from Forward reaction prediction with 1.9M reactions from USPTO patents (1976-2016). The task is: Predict the product of the given reaction. (1) Given the reactants I[CH2:2][CH2:3][C:4]1[O:9][C:8]2[CH:10]=[CH:11][CH:12]=[CH:13][C:7]=2[O:6][CH:5]=1.[C:14]1(=[O:24])[NH:18][C:17](=[O:19])[C:16]2=[CH:20][CH:21]=[CH:22][CH:23]=[C:15]12.[K], predict the reaction product. The product is: [O:9]1[C:8]2[CH:10]=[CH:11][CH:12]=[CH:13][C:7]=2[O:6][CH:5]=[C:4]1[CH2:3][CH2:2][N:18]1[C:14](=[O:24])[C:15]2[C:16](=[CH:20][CH:21]=[CH:22][CH:23]=2)[C:17]1=[O:19]. (2) Given the reactants [CH:1]12[CH2:8][CH:5]([CH2:6][CH2:7]1)[CH2:4][C:3](=[O:9])[O:2]2.Cl.[CH3:11][OH:12], predict the reaction product. The product is: [OH:12][CH:11]1[CH2:7][CH2:6][CH:5]([CH2:4][C:3]([O:2][CH3:1])=[O:9])[CH2:8]1. (3) The product is: [OH:24][CH2:23][C:22]([NH:21][C:18]([C:11]1[C:12]2[CH2:13][C@H:14]3[CH2:17][C@H:15]3[C:16]=2[N:9]([C:6]2[CH:5]=[N:4][C:3]([O:2][CH3:1])=[CH:8][N:7]=2)[N:10]=1)=[O:20])([CH3:26])[CH3:25]. Given the reactants [CH3:1][O:2][C:3]1[N:4]=[CH:5][C:6]([N:9]2[C:16]3[C@@H:15]4[CH2:17][C@@H:14]4[CH2:13][C:12]=3[C:11]([C:18]([OH:20])=O)=[N:10]2)=[N:7][CH:8]=1.[NH2:21][C:22]([CH3:26])([CH3:25])[CH2:23][OH:24], predict the reaction product. (4) Given the reactants [C:1]([C:3]1[N:8]=[CH:7][C:6]([NH:9][C@H:10]([CH2:14][CH:15]([CH3:17])[CH3:16])[C:11]([NH2:13])=[O:12])=[CH:5][C:4]=1[NH:18][C:19]1[O:23][N:22]=[C:21]([C:24]2[CH:29]=[CH:28][CH:27]=[CH:26][CH:25]=2)[CH:20]=1)#[N:2].[OH-].[Na+].OO.CC(O)=[O:36], predict the reaction product. The product is: [NH2:13][C:11](=[O:12])[C@H:10]([NH:9][C:6]1[CH:5]=[C:4]([NH:18][C:19]2[O:23][N:22]=[C:21]([C:24]3[CH:29]=[CH:28][CH:27]=[CH:26][CH:25]=3)[CH:20]=2)[C:3]([C:1]([NH2:2])=[O:36])=[N:8][CH:7]=1)[CH2:14][CH:15]([CH3:17])[CH3:16]. (5) The product is: [Cl:19][C:17]1[CH:16]=[CH:15][C:14]2[N:8]([CH2:7][C:6]([CH3:50])([CH3:49])[CH2:5][OH:4])[C:9](=[O:48])[C@@H:10]([CH2:30][C:31]([NH:33][C:34]3[CH:39]=[CH:38][C:37]([CH2:40][CH2:41][C:42]([OH:44])=[O:43])=[CH:36][C:35]=3[CH3:47])=[O:32])[O:11][C@H:12]([C:20]3[CH:25]=[CH:24][CH:23]=[C:22]([O:26][CH3:27])[C:21]=3[O:28][CH3:29])[C:13]=2[CH:18]=1. Given the reactants C([O:4][CH2:5][C:6]([CH3:50])([CH3:49])[CH2:7][N:8]1[C:14]2[CH:15]=[CH:16][C:17]([Cl:19])=[CH:18][C:13]=2[C@@H:12]([C:20]2[CH:25]=[CH:24][CH:23]=[C:22]([O:26][CH3:27])[C:21]=2[O:28][CH3:29])[O:11][C@H:10]([CH2:30][C:31]([NH:33][C:34]2[CH:39]=[CH:38][C:37]([CH2:40][CH2:41][C:42]([O:44]CC)=[O:43])=[CH:36][C:35]=2[CH3:47])=[O:32])[C:9]1=[O:48])(=O)C.[OH-].[Na+].C(O)C, predict the reaction product.